This data is from Full USPTO retrosynthesis dataset with 1.9M reactions from patents (1976-2016). The task is: Predict the reactants needed to synthesize the given product. (1) Given the product [Cl:1][C:2]1[CH:7]=[CH:6][C:5]([C@H:8]2[N:15]3[C:11]([S:12][C:13]([C:19]([N:36]4[C@H:32]([C:30]#[N:31])[CH2:33][CH2:34][C@H:35]4[C:37]([O:39][CH2:40][CH3:41])=[O:38])=[O:20])=[C:14]3[CH:16]([CH3:18])[CH3:17])=[N:10][C@:9]2([C:23]2[CH:28]=[CH:27][C:26]([Cl:29])=[CH:25][CH:24]=2)[CH3:22])=[CH:4][CH:3]=1, predict the reactants needed to synthesize it. The reactants are: [Cl:1][C:2]1[CH:7]=[CH:6][C:5]([C@H:8]2[N:15]3[C:11]([S:12][C:13]([C:19](O)=[O:20])=[C:14]3[CH:16]([CH3:18])[CH3:17])=[N:10][C@:9]2([C:23]2[CH:28]=[CH:27][C:26]([Cl:29])=[CH:25][CH:24]=2)[CH3:22])=[CH:4][CH:3]=1.[C:30]([C@H:32]1[NH:36][C@H:35]([C:37]([O:39][CH2:40][CH3:41])=[O:38])[CH2:34][CH2:33]1)#[N:31]. (2) Given the product [OH:14][C@@H:7]([C@@H:8]([NH:13][C:31]([C:25]1([NH:24][C:22]([N:16]2[CH2:21][CH2:20][O:19][CH2:18][CH2:17]2)=[O:23])[CH2:26][CH2:27][CH2:28][CH2:29][CH2:30]1)=[O:32])[CH2:9][CH2:10][CH2:11][CH3:12])[C:6]([NH:5][CH2:1][CH2:2][CH2:3][CH3:4])=[O:15], predict the reactants needed to synthesize it. The reactants are: [CH2:1]([NH:5][C:6](=[O:15])[C@@H:7]([OH:14])[C@@H:8]([NH2:13])[CH2:9][CH2:10][CH2:11][CH3:12])[CH2:2][CH2:3][CH3:4].[N:16]1([C:22]([NH:24][C:25]2([C:31](O)=[O:32])[CH2:30][CH2:29][CH2:28][CH2:27][CH2:26]2)=[O:23])[CH2:21][CH2:20][O:19][CH2:18][CH2:17]1.ON1C2C=CC=CC=2N=N1.C(N=C=NCCCN(C)C)C. (3) Given the product [ClH:23].[C:24]([NH:28]/[N:29]=[C:2]1/[CH:3]=[CH:4][C:5]2([CH2:21][CH2:22]/1)[CH2:10][CH2:9][N:8]([C:11]([O:13][CH2:14][C:15]1[CH:20]=[CH:19][CH:18]=[CH:17][CH:16]=1)=[O:12])[CH2:7][CH2:6]2)([CH3:27])([CH3:26])[CH3:25], predict the reactants needed to synthesize it. The reactants are: O=[C:2]1[CH2:22][CH2:21][C:5]2([CH2:10][CH2:9][N:8]([C:11]([O:13][CH2:14][C:15]3[CH:20]=[CH:19][CH:18]=[CH:17][CH:16]=3)=[O:12])[CH2:7][CH2:6]2)[CH:4]=[CH:3]1.[ClH:23].[C:24]([NH:28][NH2:29])([CH3:27])([CH3:26])[CH3:25].